Token-level Classification. Given an antigen amino acid sequence, predict which amino acid positions are active epitope sites capable of antibody binding. Output is a list of indices for active positions. From a dataset of B-cell epitopes from IEDB database with 3,159 antigens for binding position prediction. (1) Given the antigen sequence: MVKEVNVPDIGGDEVEVTEVMVKVGDKVAAEQSLITVEGDKASMEVPAPFAGVVKELKVNVGDKVKTGSLIMIFEVEGAA, which amino acid positions are active epitope sites? The epitope positions are: [26, 27, 28, 29, 30, 31, 32, 33, 34, 35, 36, 37, 38, 39, 40]. The amino acids at these positions are: KVAAEQSLITVEGDK. (2) Given the antigen sequence: MSKQVLCLVALCLLAVGTTHGGAITQTPKFLIGHEGQELTLKCKQNFNHDSMFWYRQDPGKGLRLIYYSITESDLQKGDLSEGYDASRKEKASFSLTVKSAQKRQMAVYLCASS, which amino acid positions are active epitope sites? The epitope positions are: [55, 56, 57, 58, 59, 60, 61, 62, 63, 64, 65, 66, 67, 68, 69, 70, 71, 72, 73, 74... (23 total positions)]. The amino acids at these positions are: RQDPGKGLRLIYYSITESDLQKG.